Task: Binary Classification. Given a miRNA mature sequence and a target amino acid sequence, predict their likelihood of interaction.. Dataset: Experimentally validated miRNA-target interactions with 360,000+ pairs, plus equal number of negative samples (1) The miRNA is hsa-miR-676-5p with sequence UCUUCAACCUCAGGACUUGCA. The protein sequence of the target gene is MFPVLEPHQVGLIRSYNSKTMTCFQELVTFRDVAIDFSRQEWEYLDPNQRDLYRDVMLENYRNLVSLGGHSISKPVVVDLLERGKEPWMILREETQFTDLDLQCEIISYIEVPTYETDISSTQLQSIYKREKLYECKKCQKKFSSGYQLILHHRFHVIERPYECKECGKNFRSGYQLTLHQRFHTGEKPYECTECGKNFRSGYQLTVHQRFHTGEKTYECRQCGKAFIYASHIVQHERIHTGGKPYECQECGRAFSQGGHLRIHQRVHTGEKPYKCKECGKTFSRRSNLVEHGQFHTDEK.... Result: 1 (interaction). (2) The miRNA is hsa-miR-605-3p with sequence AGAAGGCACUAUGAGAUUUAGA. The protein sequence of the target gene is MTSERSRIPCLSAAAAEGTGKKQQEGRAMATLDRKVPSPEAFLGKPWSSWIDAAKLHCSDNVDLEEAGKEGGKSREVMRLNKEDMHLFGHYPAHDDFYLVVCSACNQVVKPQVFQSHCERRHGSMCRPSPSPVSPASNPRTSLVQVKTKACLSGHHSASSTSKPFKTPKDNLLTSSSKQHTVFPAKGSRDKPCVPVPVVSLEKIPNLVKADGANVKMNSTTTTAVSASSTSSSAVSTPPLIKPVLMSKSVPPSPEKILNGKGILPTTIDKKHQNGTKNSNKPYRRLSEREFDPNKHCGVL.... Result: 1 (interaction). (3) The miRNA is hsa-miR-25-3p with sequence CAUUGCACUUGUCUCGGUCUGA. The protein sequence of the target gene is MAALSPTFATSTQDSTCLQDSEFPVSSKDHSCPQNLDLFVCSGLEPHTPSVGSQESVTFQDVAVDFTEKEWPLLDSSQRKLYKDVMLENYSNLTSLGYQVGKPSLISHLEQEEEPRTEERGAHQGACADWETPSKTKWSLLMEDIFGKETPSGVTMERAGLGEKSTEYAHLFEVFGMDPHLTQPMGRHAGKRPYHRRDYGVAFKGRPHLTQHMSMYDGRKMHECHQCQKAFTTSASLTRHRRIHTGEKPYECSDCGKAFNDPSALRSHARTHLKEKPFDCSQCGNAFRTLSALKIHMRVH.... Result: 1 (interaction). (4) The miRNA is hsa-miR-5695 with sequence ACUCCAAGAAGAAUCUAGACAG. The protein sequence of the target gene is MPEPAKSAPAPKKGSKKAVTKAQKKDGKKRKRSRKESYSIYVYKVLKQVHPDTGISSKAMGIMNSFVNDIFERIAGEASRLAHYNKRSTITSREIQTAVRLLLPGELAKHAVSEGTKAVTKYTSAK. Result: 1 (interaction). (5) The miRNA is hsa-miR-4782-3p with sequence UGAUUGUCUUCAUAUCUAGAAC. The protein sequence of the target gene is MNHDFQALALESRGMGELLPTKKFWEPDDSTKDGQKGIFLGDDEWRETAWGASHHSMSQPIMVQRRSGQGFHGNSEVNAILSPRSESGGLGVSMVEYVLSSSPADKLDSRFRKGNFGTRDAETDGPEKGDQKGKASPFEEDQNRDLKQGDDDDSKINGRGLPNGMDADCKDFNRTPGSRQASPTEVVERLGPNTNPSEGLGPLPNPTANKPLVEEFSNPETQNLDAMEQVGLESLQFDYPGNQVPMDSSGATVGLFDYNSQQQLFQRTNALTVQQLTAAQQQQYALAAAQQPHIAGVFSA.... Result: 0 (no interaction). (6) The miRNA is hsa-miR-638 with sequence AGGGAUCGCGGGCGGGUGGCGGCCU. The protein sequence of the target gene is MAIEMQQIIELILAIFLPPLAIFIHGNDCNMHVAVNIILCFFFFVPAVIHALWYCFFRA. Result: 0 (no interaction).